This data is from Catalyst prediction with 721,799 reactions and 888 catalyst types from USPTO. The task is: Predict which catalyst facilitates the given reaction. (1) Reactant: [CH:1]1([NH:4][C:5]([C:7]2[N:8]=[N:9][N:10]([C:16]3[CH:21]=[CH:20][C:19]([C:22]([NH:24][CH2:25][CH3:26])=[O:23])=[CH:18][CH:17]=3)[C:11]=2[CH2:12][CH2:13][CH2:14][OH:15])=[O:6])[CH2:3][CH2:2]1.[S:27](Cl)([CH3:30])(=[O:29])=[O:28].C(N(CC)CC)C. Product: [CH3:30][S:27]([O:15][CH2:14][CH2:13][CH2:12][C:11]1[N:10]([C:16]2[CH:17]=[CH:18][C:19]([C:22]([NH:24][CH2:25][CH3:26])=[O:23])=[CH:20][CH:21]=2)[N:9]=[N:8][C:7]=1[C:5]([NH:4][CH:1]1[CH2:2][CH2:3]1)=[O:6])(=[O:29])=[O:28]. The catalyst class is: 4. (2) Reactant: Br[C:2]1[CH:3]=[N:4][CH:5]=[CH:6][C:7]=1/[CH:8]=[CH:9]/[C:10]([O:12][CH3:13])=[O:11].[F:14][C:15]([F:26])([F:25])[C:16]1[CH:17]=[C:18]([CH:22]=[CH:23][CH:24]=1)[C:19]([NH2:21])=[O:20].C(Cl)(Cl)Cl.CC1(C)C2C(=C(P(C3C=CC=CC=3)C3C=CC=CC=3)C=CC=2)OC2C(P(C3C=CC=CC=3)C3C=CC=CC=3)=CC=CC1=2.[O-]P([O-])([O-])=O.[K+].[K+].[K+]. Product: [F:14][C:15]([F:25])([F:26])[C:16]1[CH:17]=[C:18]([CH:22]=[CH:23][CH:24]=1)[C:19]([NH:21][C:2]1[CH:3]=[N:4][CH:5]=[CH:6][C:7]=1/[CH:8]=[CH:9]/[C:10]([O:12][CH3:13])=[O:11])=[O:20]. The catalyst class is: 101.